This data is from Full USPTO retrosynthesis dataset with 1.9M reactions from patents (1976-2016). The task is: Predict the reactants needed to synthesize the given product. (1) Given the product [CH3:12][O:13][C:14](=[O:23])[C:15]1[CH:20]=[CH:19][C:18]([CH3:21])=[C:17]([NH:22][CH2:3][C:4](=[O:5])[C:6]2[CH:7]=[N:8][CH:9]=[CH:10][CH:11]=2)[CH:16]=1, predict the reactants needed to synthesize it. The reactants are: Br.Br[CH2:3][C:4]([C:6]1[CH:7]=[N:8][CH:9]=[CH:10][CH:11]=1)=[O:5].[CH3:12][O:13][C:14](=[O:23])[C:15]1[CH:20]=[CH:19][C:18]([CH3:21])=[C:17]([NH2:22])[CH:16]=1.C([O-])(O)=O.[Na+]. (2) Given the product [F:22][C:23]1[CH:28]=[CH:27][CH:26]=[CH:25][C:24]=1[C:17]1[CH:18]=[C:13]2[C:12]([C:20]#[N:21])=[CH:11][NH:10][C:14]2=[N:15][CH:16]=1, predict the reactants needed to synthesize it. The reactants are: C1(S([N:10]2[C:14]3=[N:15][CH:16]=[C:17](Br)[CH:18]=[C:13]3[C:12]([C:20]#[N:21])=[CH:11]2)(=O)=O)C=CC=CC=1.[F:22][C:23]1[CH:28]=[CH:27][CH:26]=[CH:25][C:24]=1B(O)O.[Li+].[Cl-].C([O-])([O-])=O.[Na+].[Na+]. (3) Given the product [Cl:1][C:2]1[C:3]([C:28]2[C:36]3[C:31](=[CH:32][CH:33]=[CH:34][CH:35]=3)[N:30]([CH3:37])[CH:29]=2)=[N:4][C:5]([NH:8][C:9]2[C:10]([O:26][CH3:27])=[CH:11][C:12]([N:18]3[CH2:22][CH2:21][C@@H:20]([N:23]([CH3:25])[CH3:24])[CH2:19]3)=[C:13]([NH2:15])[CH:14]=2)=[N:6][CH:7]=1, predict the reactants needed to synthesize it. The reactants are: [Cl:1][C:2]1[C:3]([C:28]2[C:36]3[C:31](=[CH:32][CH:33]=[CH:34][CH:35]=3)[N:30]([CH3:37])[CH:29]=2)=[N:4][C:5]([NH:8][C:9]2[CH:14]=[C:13]([N+:15]([O-])=O)[C:12]([N:18]3[CH2:22][CH2:21][C@@H:20]([N:23]([CH3:25])[CH3:24])[CH2:19]3)=[CH:11][C:10]=2[O:26][CH3:27])=[N:6][CH:7]=1.[NH4+].[Cl-].C(Cl)Cl.CO. (4) Given the product [CH3:42][C:37]1([C:39]([OH:41])=[O:40])[S:7][C:6]([C:8]2[NH:9][C:10]3[C:15]([CH:16]=2)=[CH:14][CH:13]=[CH:12][C:11]=3[N:17]([CH3:26])[S:18]([C:21]2[S:22][CH:23]=[CH:24][CH:25]=2)(=[O:20])=[O:19])=[N:5][CH2:36]1, predict the reactants needed to synthesize it. The reactants are: C(C1(C)[S:7][C:6]([C:8]2[NH:9][C:10]3[C:15]([CH:16]=2)=[CH:14][CH:13]=[CH:12][C:11]=3[N:17]([CH3:26])[S:18]([C:21]2[S:22][CH:23]=[CH:24][CH:25]=2)(=[O:20])=[O:19])=[N:5]C1)#N.[OH-].[Na+].O1CCCC1.C(O)(=O)[CH2:36][C:37]([CH2:42]C(O)=O)([C:39]([OH:41])=[O:40])O. (5) Given the product [Cl:1][C:2]([Cl:7])([Cl:6])[C:3](=[O:4])/[C:12](/[CH3:13])=[CH:11]/[O:10][CH2:8][CH3:9], predict the reactants needed to synthesize it. The reactants are: [Cl:1][C:2]([Cl:7])([Cl:6])[C:3](Cl)=[O:4].[CH2:8]([O:10]/[CH:11]=[CH:12]/[CH3:13])[CH3:9].N1C=CC=CC=1. (6) Given the product [CH:8]([O:12][C:13]([N:15]1[CH2:16][CH2:17][CH:18]([N:21]2[C:25]3=[N:26][CH:27]=[N:28][C:29]([O:30][C:31]4[C:32]([CH3:37])=[N:33][CH:34]=[CH:35][CH:36]=4)=[C:24]3[CH:23]=[N:22]2)[CH2:19][CH2:20]1)=[O:14])([CH3:10])[CH3:9], predict the reactants needed to synthesize it. The reactants are: FC(F)(F)C(O)=O.[C:8]([O:12][C:13]([N:15]1[CH2:20][CH2:19][CH:18]([N:21]2[C:25]3=[N:26][CH:27]=[N:28][C:29]([O:30][C:31]4[C:32]([CH3:37])=[N:33][CH:34]=[CH:35][CH:36]=4)=[C:24]3[CH:23]=[N:22]2)[CH2:17][CH2:16]1)=[O:14])(C)([CH3:10])[CH3:9].ClC(OC(C)C)=O.C1(C)C=CC=CC=1.C(N(CC)CC)C.